From a dataset of Forward reaction prediction with 1.9M reactions from USPTO patents (1976-2016). Predict the product of the given reaction. (1) The product is: [Cl:24][C:25]1[CH:30]=[CH:29][C:28]([C:2]2[C:3]([CH3:23])=[C:4]([C:7]([NH:9][C:10]3[CH:15]=[C:14]([C:16](=[O:21])[NH:17][CH:18]4[CH2:20][CH2:19]4)[CH:13]=[CH:12][C:11]=3[CH3:22])=[O:8])[S:5][CH:6]=2)=[CH:27][CH:26]=1. Given the reactants Br[C:2]1[C:3]([CH3:23])=[C:4]([C:7]([NH:9][C:10]2[CH:15]=[C:14]([C:16](=[O:21])[NH:17][CH:18]3[CH2:20][CH2:19]3)[CH:13]=[CH:12][C:11]=2[CH3:22])=[O:8])[S:5][CH:6]=1.[Cl:24][C:25]1[CH:30]=[CH:29][C:28](B(O)O)=[CH:27][CH:26]=1, predict the reaction product. (2) Given the reactants [Br:1][C:2]1[CH:3]=[CH:4][C:5](Cl)=[N:6][CH:7]=1.[CH:9]([N:22]1[CH2:25][CH:24]([OH:26])[CH2:23]1)([C:16]1[CH:21]=[CH:20][CH:19]=[CH:18][CH:17]=1)[C:10]1[CH:15]=[CH:14][CH:13]=[CH:12][CH:11]=1, predict the reaction product. The product is: [CH:9]([N:22]1[CH2:25][CH:24]([O:26][C:5]2[CH:4]=[CH:3][C:2]([Br:1])=[CH:7][N:6]=2)[CH2:23]1)([C:16]1[CH:21]=[CH:20][CH:19]=[CH:18][CH:17]=1)[C:10]1[CH:11]=[CH:12][CH:13]=[CH:14][CH:15]=1. (3) Given the reactants [CH:1]([O:4][C:5]1[CH:10]=[CH:9][C:8]([S:11]([CH3:14])(=[O:13])=[O:12])=[CH:7][C:6]=1[N:15]=[C:16]=[S:17])([CH3:3])[CH3:2].[CH3:18][C:19]1[N:20]([CH3:46])[C:21]2[C:27]([NH:28]C(=S)NC3C=C(S(N)(=O)=O)C=CC=3OC(C)C)=[CH:26][CH:25]=[CH:24][C:22]=2[N:23]=1, predict the reaction product. The product is: [CH3:18][C:19]1[N:20]([CH3:46])[C:21]2[C:27]([NH:28][C:16]([NH:15][C:6]3[CH:7]=[C:8]([S:11]([CH3:14])(=[O:13])=[O:12])[CH:9]=[CH:10][C:5]=3[O:4][CH:1]([CH3:3])[CH3:2])=[S:17])=[CH:26][CH:25]=[CH:24][C:22]=2[N:23]=1. (4) Given the reactants [CH:1]1([C:4]2[NH:8][N:7]=[C:6]([NH:9][C:10]3[C:17]([F:18])=[CH:16][C:13]([C:14]#[N:15])=[C:12]([NH:19][C@H:20]([C:23]4[CH:28]=[CH:27][C:26]([F:29])=[CH:25][CH:24]=4)[CH2:21][OH:22])[N:11]=3)[CH:5]=2)[CH2:3][CH2:2]1.[OH-:30].[K+].OO, predict the reaction product. The product is: [CH:1]1([C:4]2[NH:8][N:7]=[C:6]([NH:9][C:10]3[C:17]([F:18])=[CH:16][C:13]([C:14]([NH2:15])=[O:30])=[C:12]([NH:19][C@H:20]([C:23]4[CH:28]=[CH:27][C:26]([F:29])=[CH:25][CH:24]=4)[CH2:21][OH:22])[N:11]=3)[CH:5]=2)[CH2:3][CH2:2]1. (5) Given the reactants [O:1]1[C:5]2[CH:6]=[CH:7][CH:8]=[CH:9][C:4]=2[C:3]([C:10](=[N+]=[N-])[C:11]([O:13][CH3:14])=[O:12])=[CH:2]1.[CH3:17][O:18][C:19]1[O:20][CH:21]=[CH:22][CH:23]=1, predict the reaction product. The product is: [O:1]1[C:5]2[CH:6]=[CH:7][CH:8]=[CH:9][C:4]=2[C:3](/[C:10](=[CH:21]\[CH:22]=[CH:23]/[C:19]([O:18][CH3:17])=[O:20])/[C:11]([O:13][CH3:14])=[O:12])=[CH:2]1.